Dataset: Reaction yield outcomes from USPTO patents with 853,638 reactions. Task: Predict the reaction yield, written as a fraction of the theoretical maximum amount of product (1.0 means a 100% yield; for example, 0.34 means a 34% yield). (1) The reactants are [Br:1][C:2]1[CH:7]=[CH:6][C:5]([SH:8])=[CH:4][CH:3]=1.N1C=CC=CC=1.Br[CH2:16][C:17](=[O:19])[CH3:18]. The catalyst is CCOCC. The product is [Br:1][C:2]1[CH:7]=[CH:6][C:5]([S:8][CH2:16][C:17](=[O:19])[CH3:18])=[CH:4][CH:3]=1. The yield is 0.800. (2) The reactants are [F:1][C:2]1[CH:7]=[C:6]([N+:8]([O-:10])=[O:9])[C:5]([F:11])=[CH:4][C:3]=1[OH:12].C(=O)([O-])[O-].[K+].[K+].Br[CH2:20][CH3:21].ICC. The catalyst is C(#N)C. The product is [CH2:20]([O:12][C:3]1[CH:4]=[C:5]([F:11])[C:6]([N+:8]([O-:10])=[O:9])=[CH:7][C:2]=1[F:1])[CH3:21]. The yield is 0.880. (3) The reactants are [NH2:1][C:2]1[C:14]([CH3:15])=[CH:13][CH:12]=[CH:11][C:3]=1[C:4]([O:6][CH2:7][CH2:8][O:9][CH3:10])=[O:5].[BrH:16].OO. No catalyst specified. The product is [NH2:1][C:2]1[C:14]([CH3:15])=[CH:13][C:12]([Br:16])=[CH:11][C:3]=1[C:4]([O:6][CH2:7][CH2:8][O:9][CH3:10])=[O:5]. The yield is 0.807. (4) The reactants are [Cl:1][C:2]1[CH:11]=[CH:10][C:5]([C:6]([O:8][CH3:9])=[O:7])=[CH:4][C:3]=1[CH3:12].[Br:13]N1C(=O)CCC1=O.C(OOC(=O)C1C=CC=CC=1)(=O)C1C=CC=CC=1. The catalyst is C(Cl)(Cl)(Cl)Cl. The product is [Br:13][CH2:12][C:3]1[CH:4]=[C:5]([CH:10]=[CH:11][C:2]=1[Cl:1])[C:6]([O:8][CH3:9])=[O:7]. The yield is 0.530. (5) The catalyst is C1COCC1. The yield is 1.00. The product is [Cl:1][C:2]1[C:7]([C:8]2[C:9](=[O:22])[NH:10][C:11](=[O:21])[N:12]([CH2:14][CH2:15][CH:16]=[O:17])[CH:13]=2)=[CH:6][CH:5]=[CH:4][N:3]=1. The reactants are [Cl:1][C:2]1[C:7]([C:8]2[C:9](=[O:22])[NH:10][C:11](=[O:21])[N:12]([CH2:14][CH2:15][CH:16](OC)[O:17]C)[CH:13]=2)=[CH:6][CH:5]=[CH:4][N:3]=1. (6) The product is [C:20]([C:22]1[CH:27]=[CH:26][C:25]([C:2]2[O:6][C:5]([C:7]3[CH:8]=[CH:9][C:10]([C:13]#[N:14])=[N:11][CH:12]=3)=[CH:4][CH:3]=2)=[CH:24][CH:23]=1)#[N:21]. The catalyst is C1(C)C=CC=CC=1.CO.[Pd].C1(P(C2C=CC=CC=2)C2C=CC=CC=2)C=CC=CC=1.C1(P(C2C=CC=CC=2)C2C=CC=CC=2)C=CC=CC=1.C1(P(C2C=CC=CC=2)C2C=CC=CC=2)C=CC=CC=1.C1(P(C2C=CC=CC=2)C2C=CC=CC=2)C=CC=CC=1. The yield is 0.640. The reactants are Br[C:2]1[O:6][C:5]([C:7]2[CH:8]=[CH:9][C:10]([C:13]#[N:14])=[N:11][CH:12]=2)=[CH:4][CH:3]=1.C([O-])(O)=O.[Na+].[C:20]([C:22]1[CH:27]=[CH:26][C:25](B(O)O)=[CH:24][CH:23]=1)#[N:21].